This data is from Full USPTO retrosynthesis dataset with 1.9M reactions from patents (1976-2016). The task is: Predict the reactants needed to synthesize the given product. (1) Given the product [C:54]([C:53]([NH:52][C:15](=[O:17])[CH:14]([O:13][C:9]1[CH:10]=[C:11]2[C:6](=[CH:7][CH:8]=1)[N:5]=[CH:4][C:3]([C:1]#[CH:2])=[CH:12]2)[S:18][CH3:19])([CH3:58])[CH2:56][OH:57])#[N:55], predict the reactants needed to synthesize it. The reactants are: [C:1]([C:3]1[CH:4]=[N:5][C:6]2[C:11]([CH:12]=1)=[CH:10][C:9]([O:13][CH:14]([S:18][CH3:19])[C:15]([OH:17])=O)=[CH:8][CH:7]=2)#[CH:2].ON1C2N=CC=CC=2N=N1.[B-](F)(F)(F)F.CN(C(ON1N=NC2C1=CC=CC=2)=[N+](C)C)C.[NH2:52][C:53]([CH3:58])([CH2:56][OH:57])[C:54]#[N:55]. (2) Given the product [Br:1][C:2]([F:21])([F:22])[C:3]([F:19])([F:20])[O:4][C:5]1[CH:6]=[C:7]([O:11][C:12]([F:17])([F:18])[C:13]([F:15])([F:16])[Br:14])[CH:8]=[CH:9][C:10]=1[S:24]([Cl:23])(=[O:26])=[O:25], predict the reactants needed to synthesize it. The reactants are: [Br:1][C:2]([F:22])([F:21])[C:3]([F:20])([F:19])[O:4][C:5]1[CH:10]=[CH:9][CH:8]=[C:7]([O:11][C:12]([F:18])([F:17])[C:13]([F:16])([F:15])[Br:14])[CH:6]=1.[Cl:23][S:24](O)(=[O:26])=[O:25].Cl. (3) Given the product [Cl:9][C:13]1[CH:18]=[C:17]([CH3:19])[NH:16][C:15](=[O:20])[C:14]=1[C:21]#[N:22], predict the reactants needed to synthesize it. The reactants are: P(Cl)(Cl)(Cl)(Cl)Cl.P(Cl)(Cl)([Cl:9])=O.O[C:13]1[CH:18]=[C:17]([CH3:19])[NH:16][C:15](=[O:20])[C:14]=1[C:21]#[N:22]. (4) Given the product [CH2:10]([O:12][C:13]([C:15]1[CH:16]=[N:17][N:18]([C:20]2[N:24]([CH2:25][O:26][CH2:27][CH2:28][O:29][CH3:30])[C:23]3[CH:31]=[C:32]([Cl:36])[C:33]([NH:35][C:58](=[O:59])[CH2:57][Br:56])=[CH:34][C:22]=3[N:21]=2)[CH:19]=1)=[O:14])[CH3:11], predict the reactants needed to synthesize it. The reactants are: C(N(C(C)C)CC)(C)C.[CH2:10]([O:12][C:13]([C:15]1[CH:16]=[N:17][N:18]([C:20]2[N:24]([CH2:25][O:26][CH2:27][CH2:28][O:29][CH3:30])[C:23]3[CH:31]=[C:32]([Cl:36])[C:33]([NH2:35])=[CH:34][C:22]=3[N:21]=2)[CH:19]=1)=[O:14])[CH3:11].NC1C(Cl)=CC2NC(N3C=C(C(O)=O)C=N3)=NC=2C=1.[Br:56][CH2:57][C:58](Br)=[O:59].